From a dataset of Full USPTO retrosynthesis dataset with 1.9M reactions from patents (1976-2016). Predict the reactants needed to synthesize the given product. (1) Given the product [CH3:32][O:33][C:34](=[O:44])[C:35]1[CH:40]=[CH:39][C:38]([CH:41]([CH3:42])[CH:10]([C:9]([O:8][CH2:1][C:2]2[CH:3]=[CH:4][CH:5]=[CH:6][CH:7]=2)=[O:21])[C:11]2[CH:16]=[CH:15][C:14]([C:17]([CH3:18])([CH3:20])[CH3:19])=[CH:13][CH:12]=2)=[CH:37][CH:36]=1, predict the reactants needed to synthesize it. The reactants are: [CH2:1]([O:8][C:9](=[O:21])[CH2:10][C:11]1[CH:16]=[CH:15][C:14]([C:17]([CH3:20])([CH3:19])[CH3:18])=[CH:13][CH:12]=1)[C:2]1[CH:7]=[CH:6][CH:5]=[CH:4][CH:3]=1.[Li+].C[Si]([N-][Si](C)(C)C)(C)C.[CH3:32][O:33][C:34](=[O:44])[C:35]1[CH:40]=[CH:39][C:38]([CH:41](Br)[CH3:42])=[CH:37][CH:36]=1. (2) Given the product [Cl:26][C:20]1[CH:21]=[C:22]([Cl:25])[CH:23]=[CH:24][C:19]=1[C:17]1[C:16](=[O:27])[N:15]([CH3:28])[C:9]2[N:10]([CH3:14])[C:11]3[C:7]([C:8]=2[CH:18]=1)=[CH:6][C:5]([C:3]1[N:36]=[C:34]([NH:33][CH2:32][CH2:31][O:30][CH3:29])[S:35][CH:2]=1)=[CH:13][CH:12]=3, predict the reactants needed to synthesize it. The reactants are: Br[CH2:2][C:3]([C:5]1[CH:6]=[C:7]2[C:11](=[CH:12][CH:13]=1)[N:10]([CH3:14])[C:9]1[N:15]([CH3:28])[C:16](=[O:27])[C:17]([C:19]3[CH:24]=[CH:23][C:22]([Cl:25])=[CH:21][C:20]=3[Cl:26])=[CH:18][C:8]2=1)=O.[CH3:29][O:30][CH2:31][CH2:32][NH:33][C:34]([NH2:36])=[S:35]. (3) Given the product [F:26][C:23]1[C:19]2[CH:20]=[CH:21][O:22][C:18]=2[C:17]([NH:13][S:10]([CH:7]2[CH2:8][CH2:9]2)(=[O:12])=[O:11])=[C:16]([NH:15][C:27]2[CH:32]=[CH:31][C:30]([I:33])=[CH:29][C:28]=2[F:34])[C:24]=1[F:25], predict the reactants needed to synthesize it. The reactants are: C[Si](C)(C)[O-].[K+].[CH:7]1([S:10]([N:13]2[C:17]3[C:18]4[O:22][CH:21]=[CH:20][C:19]=4[C:23]([F:26])=[C:24]([F:25])[C:16]=3[N:15]([C:27]3[CH:32]=[CH:31][C:30]([I:33])=[CH:29][C:28]=3[F:34])C2=O)(=[O:12])=[O:11])[CH2:9][CH2:8]1.C(OCC)(=O)C. (4) Given the product [NH2:1][C:2]1[C:7]([C:8]#[N:9])=[C:6]([O:10][CH2:11][CH2:12][OH:13])[N:5]=[C:4]([NH:14][C:29](=[O:41])[CH2:30][C:31]2[CH:36]=[C:35]([O:37][CH3:38])[CH:34]=[CH:33][C:32]=2[O:39][CH3:40])[CH:3]=1, predict the reactants needed to synthesize it. The reactants are: [NH2:1][C:2]1[C:7]([C:8]#[N:9])=[C:6]([O:10][CH2:11][CH2:12][OH:13])[N:5]=[C:4]([NH2:14])[CH:3]=1.NC1C(C#N)=C(OC(C)C)N=C(N[C:29](=[O:41])[CH2:30][C:31]2[CH:36]=[C:35]([O:37][CH3:38])[CH:34]=[CH:33][C:32]=2[O:39][CH3:40])C=1.O.[OH-].[Na+]. (5) Given the product [C:31]1([C:17]([C:11]2[CH:12]=[CH:13][CH:14]=[CH:15][CH:16]=2)([C:25]2[CH:26]=[CH:27][CH:28]=[CH:29][CH:30]=2)[O:18][CH2:19][C:20](=[CH2:24])[CH2:21][OH:37])[CH:36]=[CH:35][CH:34]=[CH:33][CH:32]=1, predict the reactants needed to synthesize it. The reactants are: [H-].[H-].[H-].[H-].[Li+].[Al+3].[Al+3].[Cl-].[Cl-].[Cl-].[C:11]1([C:17]([C:31]2[CH:36]=[CH:35][CH:34]=[CH:33][CH:32]=2)([C:25]2[CH:30]=[CH:29][CH:28]=[CH:27][CH:26]=2)[O:18][CH2:19][C:20](=[CH2:24])[CH2:21]C#N)[CH:16]=[CH:15][CH:14]=[CH:13][CH:12]=1.[OH-:37].[Na+].